From a dataset of Peptide-MHC class I binding affinity with 185,985 pairs from IEDB/IMGT. Regression. Given a peptide amino acid sequence and an MHC pseudo amino acid sequence, predict their binding affinity value. This is MHC class I binding data. The peptide sequence is RALLSRVY. The MHC is Mamu-A02 with pseudo-sequence Mamu-A02. The binding affinity (normalized) is 0.786.